From a dataset of Experimental lipophilicity measurements (octanol/water distribution) for 4,200 compounds from AstraZeneca. Regression/Classification. Given a drug SMILES string, predict its absorption, distribution, metabolism, or excretion properties. Task type varies by dataset: regression for continuous measurements (e.g., permeability, clearance, half-life) or binary classification for categorical outcomes (e.g., BBB penetration, CYP inhibition). For this dataset (lipophilicity_astrazeneca), we predict Y. (1) The molecule is Cc1ccc(C(=O)Nc2ccon2)cc1-n1cnc2ccc(N3CCN(C)CC3)cc2c1=O. The Y is 1.87 logD. (2) The molecule is O=C1Nc2ccc(Cl)cc2C(c2ccccc2Cl)=NC1O. The Y is 2.38 logD.